Binary Classification. Given a drug SMILES string, predict its activity (active/inactive) in a high-throughput screening assay against a specified biological target. From a dataset of Cav3 T-type calcium channel HTS with 100,875 compounds. The compound is O=C(N1CCN(CC1)c1ccc(NC(=O)C(C)(C)C)cc1)CCC. The result is 0 (inactive).